This data is from Catalyst prediction with 721,799 reactions and 888 catalyst types from USPTO. The task is: Predict which catalyst facilitates the given reaction. (1) Reactant: C(Cl)CCl.ClC(Cl)C(O)=O.[CH:11]1([NH:14][C:15](=[O:46])[CH:16]([OH:45])[CH:17]([NH:25][C:26](=[O:44])[C:27]2[CH:32]=[CH:31][CH:30]=[N:29][C:28]=2[C:33]2[N:34]=[C:35]([C:38]3[CH:43]=[CH:42][CH:41]=[CH:40][CH:39]=3)[S:36][CH:37]=2)[CH2:18][C:19]2[CH:24]=[CH:23][CH:22]=[CH:21][CH:20]=2)[CH2:13][CH2:12]1.C([O-])(O)=O.[Na+]. Product: [CH:11]1([NH:14][C:15](=[O:46])[C:16](=[O:45])[CH:17]([NH:25][C:26](=[O:44])[C:27]2[CH:32]=[CH:31][CH:30]=[N:29][C:28]=2[C:33]2[N:34]=[C:35]([C:38]3[CH:39]=[CH:40][CH:41]=[CH:42][CH:43]=3)[S:36][CH:37]=2)[CH2:18][C:19]2[CH:20]=[CH:21][CH:22]=[CH:23][CH:24]=2)[CH2:12][CH2:13]1. The catalyst class is: 16. (2) Reactant: [CH2:1]([O:8][C:9](=[O:41])[N:10]([CH:35]1[CH2:40][CH2:39][CH2:38][CH2:37][CH2:36]1)[CH2:11][C:12]1[CH:17]=[CH:16][C:15]([NH:18][C:19](=O)[C:20]2[CH:25]=[CH:24][C:23]([CH2:26][NH:27][CH2:28][C:29]3[NH:30][CH:31]=[CH:32][N:33]=3)=[CH:22][CH:21]=2)=[CH:14][CH:13]=1)[C:2]1[CH:7]=[CH:6][CH:5]=[CH:4][CH:3]=1.[CH3:42][N:43]1[CH:47]=[CH:46][N:45]=[C:44]1[CH:48]=O.C([BH3-])#N.[Na+].C(O)(=O)C. Product: [CH2:1]([O:8][C:9](=[O:41])[N:10]([CH:35]1[CH2:36][CH2:37][CH2:38][CH2:39][CH2:40]1)[CH2:11][C:12]1[CH:13]=[CH:14][C:15]([NH:18][CH2:19][C:20]2[CH:25]=[CH:24][C:23]([CH2:26][N:27]([CH2:28][C:29]3[NH:33][CH:32]=[CH:31][N:30]=3)[CH2:48][C:44]3[N:43]([CH3:42])[CH:47]=[CH:46][N:45]=3)=[CH:22][CH:21]=2)=[CH:16][CH:17]=1)[C:2]1[CH:7]=[CH:6][CH:5]=[CH:4][CH:3]=1. The catalyst class is: 5. (3) Reactant: [CH2:1]([O:3][C:4](=[O:9])[C:5](Cl)=[N:6][OH:7])[CH3:2].[CH2:10]([Br:13])[CH:11]=[CH2:12]. Product: [CH2:1]([O:3][C:4]([C:5]1[CH2:12][CH:11]([CH2:10][Br:13])[O:7][N:6]=1)=[O:9])[CH3:2]. The catalyst class is: 27. (4) Reactant: [Cl:1][C:2]1[C:3](F)=[C:4]([C@@H:8]2[C@:12]([C:15]3[CH:20]=[CH:19][C:18]([Cl:21])=[CH:17][C:16]=3F)([C:13]#[N:14])[C@H:11]([CH2:23][C:24]([CH3:27])([CH3:26])[CH3:25])[NH:10][C@H:9]2[C:28]([NH:30][C:31]2[CH:39]=CC(C(O)=O)=CC=2OC(F)(F)F)=[O:29])[CH:5]=[CH:6][CH:7]=1.C(N=[C:49]=[O:50])C. Product: [Cl:1][C:2]1[CH:3]=[C:4]([CH:8]2[CH:9]3[N:10]([C:49](=[O:50])[N:30]([CH2:31][CH3:39])[C:28]3=[O:29])[CH:11]([CH2:23][C:24]([CH3:27])([CH3:26])[CH3:25])[C:12]2([C:15]2[CH:20]=[CH:19][C:18]([Cl:21])=[CH:17][CH:16]=2)[C:13]#[N:14])[CH:5]=[CH:6][CH:7]=1. The catalyst class is: 1.